Dataset: Reaction yield outcomes from USPTO patents with 853,638 reactions. Task: Predict the reaction yield, written as a fraction of the theoretical maximum amount of product (1.0 means a 100% yield; for example, 0.34 means a 34% yield). (1) The reactants are [Cl:1][C:2]1[CH:26]=[CH:25][C:5]([CH2:6][N:7]2[C:12](=[O:13])[C:11]([O:14][CH3:15])=[N:10][N:9]([C:16]3[CH:21]=[CH:20][CH:19]=[CH:18][C:17]=3[CH2:22]Br)[C:8]2=[O:24])=[CH:4][CH:3]=1.[C-:27]#[N:28].[K+]. The catalyst is CN(C=O)C. The product is [Cl:1][C:2]1[CH:26]=[CH:25][C:5]([CH2:6][N:7]2[C:12](=[O:13])[C:11]([O:14][CH3:15])=[N:10][N:9]([C:16]3[CH:21]=[CH:20][CH:19]=[CH:18][C:17]=3[CH2:22][C:27]#[N:28])[C:8]2=[O:24])=[CH:4][CH:3]=1. The yield is 0.810. (2) The reactants are [NH2:1][C:2]1[CH:7]=[C:6]([N+:8]([O-:10])=[O:9])[CH:5]=[CH:4][C:3]=1[C:11]([N:13]1[CH2:18][CH2:17][N:16]([CH3:19])[CH2:15][CH2:14]1)=[O:12].[C:20]([O:23][C:24](=O)C)(=[O:22])C. The catalyst is C(Cl)Cl.CN(C1C=CN=CC=1)C. The product is [CH3:19][N:16]1[CH2:17][CH2:18][N:13]([C:11]([C:3]2[CH:4]=[CH:5][C:6]([N+:8]([O-:10])=[O:9])=[CH:7][C:2]=2[NH:1][C:20](=[O:22])[O:23][CH3:24])=[O:12])[CH2:14][CH2:15]1. The yield is 0.960. (3) The reactants are [F:1][C:2]1[C:7]([N+:8]([O-])=O)=[CH:6][C:5]([OH:11])=[C:4]([CH3:12])[CH:3]=1. The catalyst is CO.[Pd]. The product is [NH2:8][C:7]1[C:2]([F:1])=[CH:3][C:4]([CH3:12])=[C:5]([OH:11])[CH:6]=1. The yield is 0.620. (4) The reactants are [Cl:1][C:2]1[NH:3][C:4]2[C:9]([C:10]=1[CH:11]=[O:12])=[CH:8][CH:7]=[CH:6][CH:5]=2.[Br:13][C:14]1[CH:15]=[C:16](B(O)O)[CH:17]=[CH:18][CH:19]=1. No catalyst specified. The product is [Br:13][C:14]1[CH:19]=[C:18]([N:3]2[C:4]3[C:9](=[CH:8][CH:7]=[CH:6][CH:5]=3)[C:10]([CH:11]=[O:12])=[C:2]2[Cl:1])[CH:17]=[CH:16][CH:15]=1. The yield is 0.870.